This data is from Forward reaction prediction with 1.9M reactions from USPTO patents (1976-2016). The task is: Predict the product of the given reaction. The product is: [N:4]1[CH:5]=[CH:6][CH:7]=[C:2]([NH:1][C:41](=[O:42])[C:40]2[CH:44]=[C:36]([CH2:35][C:29]3[C:30](=[O:34])[C:31]([O:32][CH3:33])=[C:26]([O:25][CH3:24])[C:27](=[O:54])[C:28]=3[CH3:53])[CH:37]=[CH:38][C:39]=2[O:45][CH2:46][C:47]2[CH:48]=[N:49][CH:50]=[CH:51][CH:52]=2)[CH:3]=1. Given the reactants [NH2:1][C:2]1[CH:3]=[N:4][CH:5]=[CH:6][CH:7]=1.C(N(CC)CC)C.[Cl-].ClC1N(C)CC[NH+]1C.[CH3:24][O:25][C:26]1[C:27](=[O:54])[C:28]([CH3:53])=[C:29]([CH2:35][C:36]2[CH:37]=[CH:38][C:39]([O:45][CH2:46][C:47]3[CH:48]=[N:49][CH:50]=[CH:51][CH:52]=3)=[C:40]([CH:44]=2)[C:41](O)=[O:42])[C:30](=[O:34])[C:31]=1[O:32][CH3:33], predict the reaction product.